Dataset: Catalyst prediction with 721,799 reactions and 888 catalyst types from USPTO. Task: Predict which catalyst facilitates the given reaction. Reactant: [CH2:1]([O:8][C:9]1[CH:10]=[CH:11][C:12]([OH:33])=[C:13]([C:15]2(O)[C:23]3[C:18](=[CH:19][CH:20]=[CH:21][CH:22]=3)[N:17]([CH2:24][C:25]3[S:26][C:27]([Cl:30])=[CH:28][CH:29]=3)[C:16]2=[O:31])[CH:14]=1)[C:2]1[CH:7]=[CH:6][CH:5]=[CH:4][CH:3]=1.FC(F)(F)C(O)=O.C([SiH](CC)CC)C. Product: [CH2:1]([O:8][C:9]1[CH:10]=[CH:11][C:12]([OH:33])=[C:13]([CH:15]2[C:23]3[C:18](=[CH:19][CH:20]=[CH:21][CH:22]=3)[N:17]([CH2:24][C:25]3[S:26][C:27]([Cl:30])=[CH:28][CH:29]=3)[C:16]2=[O:31])[CH:14]=1)[C:2]1[CH:7]=[CH:6][CH:5]=[CH:4][CH:3]=1. The catalyst class is: 4.